This data is from Forward reaction prediction with 1.9M reactions from USPTO patents (1976-2016). The task is: Predict the product of the given reaction. (1) Given the reactants [C:1]([C:4]1[CH:5]=[C:6]([NH:11][CH:12]([C:16]2[CH:21]=[CH:20][C:19]([O:22][CH3:23])=[C:18]([O:24][CH3:25])[CH:17]=2)[C:13]([OH:15])=[O:14])[CH:7]=[C:8](C)[CH:9]=1)(=[O:3])[NH2:2].NC1C=C(C=C(OC)C=1)[C:30](N)=[O:31].COC1C=C(B(O)O)C=CC=1OC.O.C(O)(=O)C=O, predict the reaction product. The product is: [C:1]([C:4]1[CH:5]=[C:6]([NH:11][CH:12]([C:16]2[CH:21]=[CH:20][C:19]([O:22][CH3:23])=[C:18]([O:24][CH3:25])[CH:17]=2)[C:13]([OH:15])=[O:14])[CH:7]=[C:8]([O:31][CH3:30])[CH:9]=1)(=[O:3])[NH2:2]. (2) The product is: [Cl:19][C:20]1[CH:21]=[CH:22][C:23]([N:26]2[CH2:31][CH2:30][N:29]([C:9]([C:8]3[CH:12]=[C:13]([N+:16]([O-:18])=[O:17])[CH:14]=[CH:15][C:7]=3[N:1]3[CH2:6][CH2:5][O:4][CH2:3][CH2:2]3)=[O:10])[CH2:28][CH2:27]2)=[CH:24][CH:25]=1. Given the reactants [N:1]1([C:7]2[CH:15]=[CH:14][C:13]([N+:16]([O-:18])=[O:17])=[CH:12][C:8]=2[C:9](Cl)=[O:10])[CH2:6][CH2:5][O:4][CH2:3][CH2:2]1.[Cl:19][C:20]1[CH:25]=[CH:24][C:23]([N:26]2[CH2:31][CH2:30][NH:29][CH2:28][CH2:27]2)=[CH:22][CH:21]=1, predict the reaction product. (3) Given the reactants [F:1][C:2]([F:28])([F:27])[O:3][C:4]1[CH:5]=[C:6]([NH:10][C:11]([C@@H:13]2[CH2:17][CH2:16][C@H:15]([CH2:18][OH:19])[N:14]2CC2C=CC=CC=2)=[O:12])[CH:7]=[CH:8][CH:9]=1, predict the reaction product. The product is: [F:27][C:2]([F:1])([F:28])[O:3][C:4]1[CH:5]=[C:6]([NH:10][C:11]([C@@H:13]2[CH2:17][CH2:16][C@H:15]([CH2:18][OH:19])[NH:14]2)=[O:12])[CH:7]=[CH:8][CH:9]=1. (4) Given the reactants [C:1]([O:6][CH2:7][CH:8]([CH3:10])[CH3:9])(=[O:5])[C:2]([CH3:4])=[CH2:3].[C:11]([O:16][CH2:17][CH2:18][CH2:19][CH3:20])(=[O:15])[C:12]([CH3:14])=[CH2:13], predict the reaction product. The product is: [C:1]([O:6][CH2:7][CH:8]([CH3:10])[CH3:9])(=[O:5])[C:2]([CH3:4])=[CH2:3].[C:11]([O:16][CH2:17][CH2:18][CH2:19][CH3:20])(=[O:15])[C:12]([CH3:14])=[CH2:13]. (5) Given the reactants [Cl:1][C:2]1[C:7]([C:8]2[N:9]=[C:10]([C:20]([CH3:23])([CH3:22])[CH3:21])[S:11][C:12]=2[C:13]2[CH:18]=[CH:17][N:16]=[C:15](Cl)[N:14]=2)=[CH:6][CH:5]=[CH:4][C:3]=1[NH:24][S:25]([C:28]1[CH:32]=[CH:31][O:30][CH:29]=1)(=[O:27])=[O:26].C([O-])=O.[NH4+], predict the reaction product. The product is: [Cl:1][C:2]1[C:7]([C:8]2[N:9]=[C:10]([C:20]([CH3:23])([CH3:22])[CH3:21])[S:11][C:12]=2[C:13]2[CH:18]=[CH:17][N:16]=[CH:15][N:14]=2)=[CH:6][CH:5]=[CH:4][C:3]=1[NH:24][S:25]([C:28]1[CH:32]=[CH:31][O:30][CH:29]=1)(=[O:27])=[O:26]. (6) Given the reactants C([O:4][CH2:5][C:6]1[C:11]([CH3:12])=[C:10]([O:13][CH2:14][CH2:15][C:16]2([CH2:21][CH2:22][CH3:23])[O:20][CH2:19][CH2:18][O:17]2)[CH:9]=[CH:8][N:7]=1)(=O)C.[OH-].[Na+], predict the reaction product. The product is: [CH3:12][C:11]1[C:6]([CH2:5][OH:4])=[N:7][CH:8]=[CH:9][C:10]=1[O:13][CH2:14][CH2:15][C:16]1([CH2:21][CH2:22][CH3:23])[O:20][CH2:19][CH2:18][O:17]1.